Dataset: Forward reaction prediction with 1.9M reactions from USPTO patents (1976-2016). Task: Predict the product of the given reaction. (1) Given the reactants C([CH:8]([N:12]([C:14]([NH:16][P:17]([O:30][CH2:31][O:32][C:33]([C:35]1[CH:40]=[CH:39][CH:38]=[CH:37][CH:36]=1)=[O:34])([O:19][CH2:20][O:21][C:22]([C:24]1[CH:29]=[CH:28][CH:27]=[CH:26][CH:25]=1)=[O:23])=[O:18])=[NH:15])[CH3:13])[C:9]([O-:11])=[O:10])C1C=CC=CC=1.CO.[H][H].N#N, predict the reaction product. The product is: [C:35]1([C:33]([O:32][CH2:31][O:30][P:17]([NH:16][C:14]([N:12]([CH2:8][C:9]([OH:11])=[O:10])[CH3:13])=[NH:15])([O:19][CH2:20][O:21][C:22]([C:24]2[CH:25]=[CH:26][CH:27]=[CH:28][CH:29]=2)=[O:23])=[O:18])=[O:34])[CH:36]=[CH:37][CH:38]=[CH:39][CH:40]=1. (2) Given the reactants Cl[C:2]1[N:3]=[C:4]([C:12]([O:14][CH2:15][CH3:16])=[O:13])[C:5]2[C:10]([CH:11]=1)=[CH:9][CH:8]=[CH:7][CH:6]=2.F[B-](F)(F)[C:19]1[CH:24]=[CH:23][CH:22]=[C:21]([C:25]#[C:26][C@:27]2([OH:34])[CH2:31][CH2:30][N:29]([CH3:32])[C:28]2=[O:33])[CH:20]=1.[K+], predict the reaction product. The product is: [OH:34][C@@:27]1([C:26]#[C:25][C:21]2[CH:20]=[C:19]([C:2]3[N:3]=[C:4]([C:12]([O:14][CH2:15][CH3:16])=[O:13])[C:5]4[C:10]([CH:11]=3)=[CH:9][CH:8]=[CH:7][CH:6]=4)[CH:24]=[CH:23][CH:22]=2)[CH2:31][CH2:30][N:29]([CH3:32])[C:28]1=[O:33]. (3) Given the reactants C[O:2][C:3](=[O:15])[CH2:4][C:5]1[CH:10]=[CH:9][C:8]([O:11][CH3:12])=[CH:7][C:6]=1[C:13]#[N:14].O, predict the reaction product. The product is: [C:13]([C:6]1[CH:7]=[C:8]([O:11][CH3:12])[CH:9]=[CH:10][C:5]=1[CH2:4][C:3]([OH:15])=[O:2])#[N:14]. (4) Given the reactants [N+:1]([C:4]1[C:9]([CH3:10])=[CH:8][CH:7]=[CH:6][C:5]=1[CH3:11])([O-:3])=[O:2].[CH3:12][O:13][CH:14]([O:18][CH3:19])N(C)C.CN(C)C=O.C[Si](Cl)(C)C, predict the reaction product. The product is: [CH3:12][O:13][CH:14]([O:18][CH3:19])[CH2:11][C:5]1[CH:6]=[CH:7][CH:8]=[C:9]([CH3:10])[C:4]=1[N+:1]([O-:3])=[O:2]. (5) Given the reactants [CH3:1][O:2][C:3](=[O:37])[NH:4][CH:5]([C:9]([N:11]1[CH:15]([C:16]2[NH:17][CH:18]=[C:19]([C:21]3[CH:26]=[CH:25][C:24](Br)=[CH:23][CH:22]=3)[N:20]=2)[CH2:14][N:13]([S:28]([C:31]2[CH:36]=[CH:35][CH:34]=[CH:33][CH:32]=2)(=[O:30])=[O:29])[CH2:12]1)=[O:10])[CH:6]([CH3:8])[CH3:7].COC(=O)NC(C(N1C(C2NC=C(C3C=CC(Br)=CC=3)N=2)CN(C(=O)C)C1)=O)C(C)C.C1(S(Cl)(=O)=O)C=CC=CC=1.[CH3:79][O:80][C:81](=[O:114])[NH:82][CH:83]([C:87]([N:89]1[CH2:93][CH2:92][CH2:91][CH:90]1[C:94]1[NH:95][CH:96]=[C:97]([C:99]2[CH:104]=[CH:103][C:102](B3OC(C)(C)C(C)(C)O3)=[CH:101][CH:100]=2)[N:98]=1)=[O:88])[CH:84]([CH3:86])[CH3:85].C(=O)([O-])[O-].[K+].[K+], predict the reaction product. The product is: [CH3:1][O:2][C:3](=[O:37])[NH:4][CH:5]([C:9]([N:11]1[CH:15]([C:16]2[NH:20][C:19]([C:21]3[CH:26]=[CH:25][C:24]([C:102]4[CH:103]=[CH:104][C:99]([C:97]5[NH:98][C:94]([CH:90]6[CH2:91][CH2:92][CH2:93][N:89]6[C:87](=[O:88])[CH:83]([NH:82][C:81]([O:80][CH3:79])=[O:114])[CH:84]([CH3:86])[CH3:85])=[N:95][CH:96]=5)=[CH:100][CH:101]=4)=[CH:23][CH:22]=3)=[CH:18][N:17]=2)[CH2:14][N:13]([S:28]([C:31]2[CH:36]=[CH:35][CH:34]=[CH:33][CH:32]=2)(=[O:30])=[O:29])[CH2:12]1)=[O:10])[CH:6]([CH3:8])[CH3:7]. (6) Given the reactants [CH2:1]([O:8][CH2:9][CH2:10][CH2:11][CH:12]=[O:13])[C:2]1[CH:7]=[CH:6][CH:5]=[CH:4][CH:3]=1.[CH3:14][O:15][C:16](=[O:23])[CH2:17][CH2:18][CH2:19][N+:20]([O-:22])=[O:21].C1C[C@H]2N(C[C@H]3[C@@H]4CCCCN4C[C@@H]2C3)CC1, predict the reaction product. The product is: [CH3:14][O:15][C:16](=[O:23])[CH2:17][CH2:18][CH:19]([N+:20]([O-:22])=[O:21])[CH:12]([OH:13])[CH2:11][CH2:10][CH2:9][O:8][CH2:1][C:2]1[CH:7]=[CH:6][CH:5]=[CH:4][CH:3]=1.